Task: Predict the product of the given reaction.. Dataset: Forward reaction prediction with 1.9M reactions from USPTO patents (1976-2016) Given the reactants [C:1]([OH:10])(=[O:9])[C:2]1[C:3](=[CH:5][CH:6]=[CH:7][CH:8]=1)[SH:4].I[C:12]1[CH:13]=[C:14]([O:18][CH3:19])[CH:15]=[CH:16][CH:17]=1.C(=O)([O-])[O-].[K+].[K+], predict the reaction product. The product is: [CH3:19][O:18][C:14]1[CH:13]=[C:12]([S:4][C:3]2[CH:5]=[CH:6][CH:7]=[CH:8][C:2]=2[C:1]([OH:10])=[O:9])[CH:17]=[CH:16][CH:15]=1.